This data is from Reaction yield outcomes from USPTO patents with 853,638 reactions. The task is: Predict the reaction yield, written as a fraction of the theoretical maximum amount of product (1.0 means a 100% yield; for example, 0.34 means a 34% yield). (1) The reactants are [Cl:1][C:2]1[CH:14]=[CH:13][C:5]([O:6][CH2:7][C:8]([O:10]CC)=[O:9])=[C:4]([F:15])[C:3]=1[NH:16][CH2:17][C:18]1[CH:23]=[C:22]([C:24]2[CH:29]=[CH:28][CH:27]=[C:26]([F:30])[CH:25]=2)[CH:21]=[CH:20][C:19]=1[F:31].[OH-].[Na+]. The catalyst is C1COCC1. The product is [Cl:1][C:2]1[CH:14]=[CH:13][C:5]([O:6][CH2:7][C:8]([OH:10])=[O:9])=[C:4]([F:15])[C:3]=1[NH:16][CH2:17][C:18]1[CH:23]=[C:22]([C:24]2[CH:29]=[CH:28][CH:27]=[C:26]([F:30])[CH:25]=2)[CH:21]=[CH:20][C:19]=1[F:31]. The yield is 0.870. (2) The reactants are [O:1]1[CH2:6][CH2:5][CH2:4][CH2:3][CH:2]1[O:7][C@H:8]1[CH2:13][CH2:12][C@H:11]([C:14]([OH:17])([CH3:16])[CH3:15])[CH2:10][CH2:9]1.[H-].[Na+].[CH3:20]I.O. The catalyst is C1COCC1. The product is [CH3:20][O:17][C:14]([C@H:11]1[CH2:12][CH2:13][C@H:8]([O:7][CH:2]2[CH2:3][CH2:4][CH2:5][CH2:6][O:1]2)[CH2:9][CH2:10]1)([CH3:15])[CH3:16]. The yield is 0.720. (3) The reactants are C([O:8][CH2:9][C:10]1([C:22]([OH:24])=[O:23])[CH2:14][CH2:13][CH2:12][N:11]1[C:15]([O:17][C:18]([CH3:21])([CH3:20])[CH3:19])=[O:16])C1C=CC=CC=1. The yield is 0.828. The product is [C:18]([O:17][C:15]([N:11]1[CH2:12][CH2:13][CH2:14][C:10]1([CH2:9][OH:8])[C:22]([OH:24])=[O:23])=[O:16])([CH3:21])([CH3:20])[CH3:19]. The catalyst is CO.[Pd]. (4) The reactants are [C:1]1([C@H:7]([NH:9][C@@:10]2([C:22]([O:24][CH2:25][CH3:26])=[O:23])[CH2:15][C@H:14](O)[CH:13]3[CH:11]2[C@H:12]3[C:17]([O:19][CH2:20][CH3:21])=[O:18])[CH3:8])[CH:6]=[CH:5][CH:4]=[CH:3][CH:2]=1.COCCN(S(F)(F)[F:37])CCOC.C([O-])([O-])=O.[Na+].[Na+]. The catalyst is C(Cl)Cl. The product is [C:1]1([C@H:7]([NH:9][C@@:10]2([C:22]([O:24][CH2:25][CH3:26])=[O:23])[CH2:15][C@@H:14]([F:37])[CH:13]3[CH:11]2[C@H:12]3[C:17]([O:19][CH2:20][CH3:21])=[O:18])[CH3:8])[CH:6]=[CH:5][CH:4]=[CH:3][CH:2]=1. The yield is 0.840. (5) The reactants are [N:1]1[CH:6]=[CH:5][N:4]=[C:3]2[C:7]([O:9][C:10](=[O:11])[C:2]=12)=[O:8].[CH2:12]([NH2:16])[CH2:13][CH2:14][NH2:15]. The catalyst is C(O)C. The product is [NH2:15][CH2:14][CH2:13][CH2:12][NH:16][C:7]([C:3]1[C:2]([C:10]([OH:9])=[O:11])=[N:1][CH:6]=[CH:5][N:4]=1)=[O:8]. The yield is 0.940. (6) The reactants are C(Cl)(=O)C(Cl)=O.[Br:7][C:8]1[C:9]([C:14]([OH:16])=O)=[N:10][O:11][C:12]=1[CH3:13].CN(C=O)C.Cl.[NH2:23][C:24]1[CH:25]=[N:26][CH:27]=[CH:28][C:29]=1[OH:30].N1C=CC=CC=1. The catalyst is C(Cl)(Cl)Cl.O. The product is [Br:7][C:8]1[C:9]([C:14]([NH:23][C:24]2[CH:25]=[N:26][CH:27]=[CH:28][C:29]=2[OH:30])=[O:16])=[N:10][O:11][C:12]=1[CH3:13]. The yield is 0.790.